Dataset: Experimentally validated miRNA-target interactions with 360,000+ pairs, plus equal number of negative samples. Task: Binary Classification. Given a miRNA mature sequence and a target amino acid sequence, predict their likelihood of interaction. The miRNA is hsa-miR-1537-5p with sequence AGCUGUAAUUAGUCAGUUUUCU. The protein sequence of the target gene is MEEQDARVPALEPFRVEQAPPLIYYVPDFISKEEEEYLLRQVFNAPKPKWTQLSGRKLQNWGGLPHPRGMVPERLPPWLQRYVDKVSDLSLFGGLPANHVLVNQYLPGEGIMPHEDGPLYYPTVSTISLGSHTVLDFYEPRQPDDDVPMEQPRPPQRPITSLLVEPRSLLVLRGTAYTRLLHGISATRVDELDATSLPPNATACKSALPGAHLVRGTRVSLTIRRVPRVLRASLLLSK. Result: 0 (no interaction).